Dataset: Forward reaction prediction with 1.9M reactions from USPTO patents (1976-2016). Task: Predict the product of the given reaction. (1) Given the reactants C([N:3]([CH2:15][CH3:16])[C:4](=[O:14])[C:5]1[CH:10]=[CH:9][C:8]([O:11][CH3:12])=[CH:7][C:6]=1[CH3:13])C.[Li]CCCC.[C:22]([C:26]1[CH:33]=[CH:32]C(C#N)=[CH:28][CH:27]=1)([CH3:25])([CH3:24])[CH3:23], predict the reaction product. The product is: [C:22]([C:26]1[CH:33]=[CH:32][C:16]([C:15]2[NH:3][C:4](=[O:14])[C:5]3[C:6]([CH:13]=2)=[CH:7][C:8]([O:11][CH3:12])=[CH:9][CH:10]=3)=[CH:28][CH:27]=1)([CH3:25])([CH3:24])[CH3:23]. (2) Given the reactants [NH2:1][C:2]1[N:10]=[C:9]2[C:5]([N:6]=[CH:7][N:8]2[C@H:11]2[C@:15]3([CH3:20])[O:16][C:17](=[O:19])[O:18][C@@H:14]3[C@@H:13]([CH2:21][O:22][P:23]([O:34][C:35]3[CH:40]=[CH:39][CH:38]=[CH:37][C:36]=3[CH2:41][CH2:42][C:43]([O:45][CH:46]([CH3:48])[CH3:47])=[O:44])([NH:25][C@@H:26]([CH3:33])[C:27]([O:29][CH:30]([CH3:32])[CH3:31])=[O:28])=[O:24])[O:12]2)=[C:4](Cl)[N:3]=1.[N-:50]=[N+]=[N-].[Na+].CCOC(C)=O, predict the reaction product. The product is: [NH2:1][C:2]1[N:10]=[C:9]2[C:5]([N:6]=[CH:7][N:8]2[C@H:11]2[C@:15]3([CH3:20])[O:16][C:17](=[O:19])[O:18][C@@H:14]3[C@@H:13]([CH2:21][O:22][P:23]([O:34][C:35]3[CH:40]=[CH:39][CH:38]=[CH:37][C:36]=3[CH2:41][CH2:42][C:43]([O:45][CH:46]([CH3:48])[CH3:47])=[O:44])([NH:25][C@@H:26]([CH3:33])[C:27]([O:29][CH:30]([CH3:32])[CH3:31])=[O:28])=[O:24])[O:12]2)=[C:4]([NH2:50])[N:3]=1. (3) Given the reactants [F:1][C:2]1[CH:7]=[CH:6][C:5]([CH2:8][C:9]([OH:11])=[O:10])=[CH:4][CH:3]=1.[CH3:12][O:13][C:14]1[CH:15]=[C:16]([CH:19]=[C:20]([O:22][CH3:23])[CH:21]=1)[CH:17]=O.CC(OC(C)=O)=O.C(N(CC)CC)C, predict the reaction product. The product is: [CH3:23][O:22][C:20]1[CH:19]=[C:16](/[CH:17]=[C:8](/[C:5]2[CH:4]=[CH:3][C:2]([F:1])=[CH:7][CH:6]=2)\[C:9]([OH:11])=[O:10])[CH:15]=[C:14]([O:13][CH3:12])[CH:21]=1. (4) Given the reactants [CH3:1][N:2]1[CH2:7][CH2:6][CH:5]([CH2:8]O)[CH2:4][CH2:3]1.[H-].[Na+].F[C:13]1[C:14]([O:26][CH3:27])=[CH:15][C:16]([N+:23]([O-:25])=[O:24])=[C:17]([NH:19][C:20](=[O:22])[CH3:21])[CH:18]=1.C1C[O:31]CC1, predict the reaction product. The product is: [CH3:27][O:26][C:14]1[C:13]([O:31][CH2:1][N:2]2[CH2:3][CH2:4][CH:5]([CH3:8])[CH2:6][CH2:7]2)=[CH:18][C:17]([NH:19][C:20](=[O:22])[CH3:21])=[C:16]([N+:23]([O-:25])=[O:24])[CH:15]=1.